Dataset: Catalyst prediction with 721,799 reactions and 888 catalyst types from USPTO. Task: Predict which catalyst facilitates the given reaction. (1) Reactant: [CH3:1][N:2]1[CH:6]=[C:5]([C:7]2[CH:8]=[N:9][C:10]3[C:15]([N:16]=2)=[CH:14][C:13]([C:17]2[CH2:18][CH2:19][N:20]([C:23]([O:25][C:26]([CH3:29])([CH3:28])[CH3:27])=[O:24])[CH2:21][CH:22]=2)=[CH:12][CH:11]=3)[CH:4]=[N:3]1. Product: [CH3:1][N:2]1[CH:6]=[C:5]([CH:7]2[NH:16][C:15]3[C:10](=[CH:11][CH:12]=[C:13]([CH:17]4[CH2:22][CH2:21][N:20]([C:23]([O:25][C:26]([CH3:29])([CH3:28])[CH3:27])=[O:24])[CH2:19][CH2:18]4)[CH:14]=3)[NH:9][CH2:8]2)[CH:4]=[N:3]1. The catalyst class is: 5. (2) Product: [NH2:12][CH2:13][CH2:14][CH2:15][O:16][C:17]1[CH:44]=[CH:43][C:20]2[CH2:21][C@@H:22]([CH2:38][C:39]([O:41][CH3:42])=[O:40])[C:23](=[O:37])[N:24]([CH2:26][C:27]3[CH:32]=[CH:31][C:30]([C:33]([F:36])([F:35])[F:34])=[CH:29][CH:28]=3)[CH2:25][C:19]=2[CH:18]=1. The catalyst class is: 19. Reactant: [N+](C1C=CC(COC([NH:12][CH2:13][CH2:14][CH2:15][O:16][C:17]2[CH:44]=[CH:43][C:20]3[CH2:21][C@@H:22]([CH2:38][C:39]([O:41][CH3:42])=[O:40])[C:23](=[O:37])[N:24]([CH2:26][C:27]4[CH:32]=[CH:31][C:30]([C:33]([F:36])([F:35])[F:34])=[CH:29][CH:28]=4)[CH2:25][C:19]=3[CH:18]=2)=O)=CC=1)([O-])=O. (3) Reactant: [CH2:1]([O:3][C:4]1[CH2:13][C:12]2[C:11]([NH2:14])=[CH:10][CH:9]=[CH:8][C:7]=2[CH2:6][CH:5]=1)[CH3:2].[Cl:15][C:16]1[CH:21]=[CH:20][C:19]([N:22]=[C:23]=[O:24])=[CH:18][C:17]=1[C:25]([F:28])([F:27])[F:26].O. Product: [Cl:15][C:16]1[CH:21]=[CH:20][C:19]([NH:22][C:23]([NH:14][C:11]2[C:12]3[CH2:13][C:4]([O:3][CH2:1][CH3:2])=[CH:5][CH2:6][C:7]=3[CH:8]=[CH:9][CH:10]=2)=[O:24])=[CH:18][C:17]=1[C:25]([F:26])([F:27])[F:28]. The catalyst class is: 7. (4) Reactant: I[C:2]1[CH:23]=[CH:22][C:5]([C:6]([N:8]2[C:14]3[CH:15]=[CH:16][CH:17]=[CH:18][C:13]=3[CH2:12][N:11]3[CH:19]=[CH:20][CH:21]=[C:10]3[CH2:9]2)=[O:7])=[C:4]([O:24][CH3:25])[CH:3]=1.[CH3:26][C:27]1[CH:32]=[CH:31][CH:30]=[CH:29][C:28]=1B(O)O.C(=O)([O-])[O-].[Na+].[Na+]. Product: [CH:21]1[CH:20]=[CH:19][N:11]2[CH2:12][C:13]3[CH:18]=[CH:17][CH:16]=[CH:15][C:14]=3[N:8]([C:6]([C:5]3[CH:22]=[CH:23][C:2]([C:28]4[CH:29]=[CH:30][CH:31]=[CH:32][C:27]=4[CH3:26])=[CH:3][C:4]=3[O:24][CH3:25])=[O:7])[CH2:9][C:10]=12. The catalyst class is: 741. (5) Reactant: [C:1](Cl)(=[O:17])[CH2:2][CH2:3][CH2:4][CH2:5][CH2:6][CH2:7][CH2:8][CH2:9][CH2:10][CH2:11][CH2:12][CH2:13][CH2:14][CH2:15][CH3:16].[CH2:19]([O:35][CH2:36][C@H:37]([CH2:39][O:40][CH2:41][C:42]1[CH:47]=[CH:46][C:45]([O:48][CH3:49])=[CH:44][CH:43]=1)[OH:38])[CH2:20][CH2:21][CH2:22][CH2:23][CH2:24][CH2:25][CH2:26][CH2:27][CH2:28][CH2:29][CH2:30][CH2:31][CH2:32][CH2:33][CH3:34].N1C=CC=CC=1. Product: [C:1]([O:38][C@@H:37]([CH2:39][O:40][CH2:41][C:42]1[CH:47]=[CH:46][C:45]([O:48][CH3:49])=[CH:44][CH:43]=1)[CH2:36][O:35][CH2:19][CH2:20][CH2:21][CH2:22][CH2:23][CH2:24][CH2:25][CH2:26][CH2:27][CH2:28][CH2:29][CH2:30][CH2:31][CH2:32][CH2:33][CH3:34])(=[O:17])[CH2:2][CH2:3][CH2:4][CH2:5][CH2:6][CH2:7][CH2:8][CH2:9][CH2:10][CH2:11][CH2:12][CH2:13][CH2:14][CH2:15][CH3:16]. The catalyst class is: 2.